From a dataset of Reaction yield outcomes from USPTO patents with 853,638 reactions. Predict the reaction yield, written as a fraction of the theoretical maximum amount of product (1.0 means a 100% yield; for example, 0.34 means a 34% yield). The reactants are O[N:2]=[C:3]([C:9](=[O:17])[CH2:10][CH2:11][C:12]([O:14][CH2:15][CH3:16])=[O:13])[C:4]([O:6][CH2:7][CH3:8])=[O:5].[C:18](OC(=O)C)(=[O:20])[CH3:19]. The catalyst is C(O)(=O)C.[Zn]. The product is [C:18]([NH:2][CH:3]([C:9](=[O:17])[CH2:10][CH2:11][C:12]([O:14][CH2:15][CH3:16])=[O:13])[C:4]([O:6][CH2:7][CH3:8])=[O:5])(=[O:20])[CH3:19]. The yield is 0.900.